This data is from Full USPTO retrosynthesis dataset with 1.9M reactions from patents (1976-2016). The task is: Predict the reactants needed to synthesize the given product. (1) The reactants are: FC(F)(F)C(O)=O.[Br:8][C:9]1[CH:15]=[C:14]([N+:16]([O-:18])=[O:17])[CH:13]=[C:12]([Cl:19])[C:10]=1N.N([O-])=O.[Na+].C(N(CC)CC)C. Given the product [Br:8][C:9]1[CH:15]=[C:14]([N+:16]([O-:18])=[O:17])[CH:13]=[C:12]([Cl:19])[CH:10]=1, predict the reactants needed to synthesize it. (2) Given the product [CH3:9][O:8][C:6]([C:5]1[CH:4]=[C:3](/[CH:1]=[CH:14]/[C:15]([OH:17])=[O:16])[CH:12]=[CH:11][CH:10]=1)=[O:7], predict the reactants needed to synthesize it. The reactants are: [CH:1]([C:3]1[CH:4]=[C:5]([CH:10]=[CH:11][CH:12]=1)[C:6]([O:8][CH3:9])=[O:7])=O.C(O)(=O)[CH2:14][C:15]([OH:17])=[O:16].N1CCCCC1. (3) Given the product [F:12][C:13]1[CH:18]=[CH:17][C:16]([N:19]2[C:24](=[O:25])[C:23]([O:5][CH2:4][CH:3]([CH2:1][CH3:2])[CH2:6][CH2:7][CH2:8][CH3:9])=[C:22]([C:33]3[CH:38]=[CH:37][C:36]([S:39]([CH3:42])(=[O:40])=[O:41])=[CH:35][CH:34]=3)[CH:21]=[N:20]2)=[CH:15][CH:14]=1, predict the reactants needed to synthesize it. The reactants are: [CH2:1]([CH:3]([CH2:6][CH2:7][CH2:8][CH3:9])[CH2:4][OH:5])[CH3:2].[H-].[Na+].[F:12][C:13]1[CH:18]=[CH:17][C:16]([N:19]2[C:24](=[O:25])[C:23](OCCCCCC)=[C:22]([C:33]3[CH:38]=[CH:37][C:36]([S:39]([CH3:42])(=[O:41])=[O:40])=[CH:35][CH:34]=3)[CH:21]=[N:20]2)=[CH:15][CH:14]=1. (4) Given the product [NH2:22][C:20]([NH:1][C:2]1[S:3][C:4]([C:11]2[CH:16]=[CH:15][C:14]([Cl:17])=[CH:13][CH:12]=2)=[C:5]([CH3:10])[C:6]=1[C:7]([NH2:9])=[O:8])=[O:21], predict the reactants needed to synthesize it. The reactants are: [NH2:1][C:2]1[S:3][C:4]([C:11]2[CH:16]=[CH:15][C:14]([Cl:17])=[CH:13][CH:12]=2)=[C:5]([CH3:10])[C:6]=1[C:7]([NH2:9])=[O:8].ClC(Cl)(Cl)[C:20]([N:22]=C=O)=[O:21].N.